This data is from Forward reaction prediction with 1.9M reactions from USPTO patents (1976-2016). The task is: Predict the product of the given reaction. (1) Given the reactants Cl[C:2]1[N:7]=[C:6]([NH:8][C:9]2[S:10][C:11]3[CH:17]=[C:16]([O:18][CH3:19])[CH:15]=[CH:14][C:12]=3[N:13]=2)[CH:5]=[C:4]([C:20]([F:29])([F:28])[C:21]2[CH:26]=[CH:25][C:24]([F:27])=[CH:23][CH:22]=2)[N:3]=1.[NH2:30][C:31]1[CH:36]=[CH:35][C:34]([CH2:37][C:38]([OH:40])=[O:39])=[CH:33][CH:32]=1, predict the reaction product. The product is: [F:28][C:20]([F:29])([C:21]1[CH:26]=[CH:25][C:24]([F:27])=[CH:23][CH:22]=1)[C:4]1[CH:5]=[C:6]([NH:8][C:9]2[S:10][C:11]3[CH:17]=[C:16]([O:18][CH3:19])[CH:15]=[CH:14][C:12]=3[N:13]=2)[N:7]=[C:2]([NH:30][C:31]2[CH:32]=[CH:33][C:34]([CH2:37][C:38]([OH:40])=[O:39])=[CH:35][CH:36]=2)[N:3]=1. (2) The product is: [Cl:40][C:41]1[N:46]=[CH:45][C:44]([S:47]([NH:18][C@@H:16]([C:4]2[N:3]([CH2:1][CH3:2])[C:7]3[CH:8]=[C:9]([C:12]([F:13])([F:14])[F:15])[CH:10]=[CH:11][C:6]=3[N:5]=2)[CH3:17])(=[O:49])=[O:48])=[CH:43][N:42]=1. Given the reactants [CH2:1]([N:3]1[C:7]2[CH:8]=[C:9]([C:12]([F:15])([F:14])[F:13])[CH:10]=[CH:11][C:6]=2[N:5]=[C:4]1[C@H:16]([NH:18]C(=O)OC(C)(C)C)[CH3:17])[CH3:2].Cl.O1CCOCC1.CCN(CC)CC.[Cl:40][C:41]1[N:46]=[CH:45][C:44]([S:47](Cl)(=[O:49])=[O:48])=[CH:43][N:42]=1, predict the reaction product.